This data is from Reaction yield outcomes from USPTO patents with 853,638 reactions. The task is: Predict the reaction yield, written as a fraction of the theoretical maximum amount of product (1.0 means a 100% yield; for example, 0.34 means a 34% yield). (1) The reactants are [CH3:1][C:2]1[CH:7]=[C:6]([N+:8]([O-])=O)[C:5]([O:11][CH3:12])=[CH:4][C:3]=1[C:13]1[CH2:14][CH2:15][N:16]([CH2:19][CH2:20][CH3:21])[CH2:17][CH:18]=1. The catalyst is CCOC(C)=O.CO. The product is [CH3:1][C:2]1[C:3]([CH:13]2[CH2:14][CH2:15][N:16]([CH2:19][CH2:20][CH3:21])[CH2:17][CH2:18]2)=[CH:4][C:5]([O:11][CH3:12])=[C:6]([CH:7]=1)[NH2:8]. The yield is 0.910. (2) The reactants are [CH2:1]([C:3]([C:6]1[C:7]([Br:23])=[C:8]2[N:13]([C:14]=1[CH2:15][N:16]1[CH2:21][CH2:20][O:19][CH2:18][CH2:17]1)[N:12]=[CH:11][N:10]=[C:9]2[NH2:22])([OH:5])C)C.CC(OI1(OC(C)=O)(OC(C)=O)OC(=O)C2C=CC=CC1=2)=O. The catalyst is C1COCC1. The product is [NH2:22][C:9]1[C:8]2=[C:7]([Br:23])[C:6]([C:3](=[O:5])[CH3:1])=[C:14]([CH2:15][N:16]3[CH2:17][CH2:18][O:19][CH2:20][CH2:21]3)[N:13]2[N:12]=[CH:11][N:10]=1. The yield is 0.830. (3) The reactants are [C:1]([N:8]1[CH2:13][CH2:12][CH:11]([O:14][C:15]2[CH:20]=[CH:19][CH:18]=[CH:17][C:16]=2Br)[CH2:10][CH2:9]1)([O:3][C:4]([CH3:7])([CH3:6])[CH3:5])=[O:2].[NH:22]1[CH2:27][CH2:26][NH:25][CH2:24][CH2:23]1.C1C=CC(P(C2C(C3C(P(C4C=CC=CC=4)C4C=CC=CC=4)=CC=C4C=3C=CC=C4)=C3C(C=CC=C3)=CC=2)C2C=CC=CC=2)=CC=1.CC([O-])(C)C.[Na+]. The catalyst is C1(C)C=CC=CC=1.CCOC(C)=O.C1C=CC(/C=C/C(/C=C/C2C=CC=CC=2)=O)=CC=1.C1C=CC(/C=C/C(/C=C/C2C=CC=CC=2)=O)=CC=1.C1C=CC(/C=C/C(/C=C/C2C=CC=CC=2)=O)=CC=1.[Pd].[Pd]. The product is [C:1]([N:8]1[CH2:13][CH2:12][CH:11]([O:14][C:15]2[CH:20]=[CH:19][CH:18]=[CH:17][C:16]=2[N:22]2[CH2:27][CH2:26][NH:25][CH2:24][CH2:23]2)[CH2:10][CH2:9]1)([O:3][C:4]([CH3:7])([CH3:6])[CH3:5])=[O:2]. The yield is 0.930. (4) The reactants are Br[C:2]1[N:3]=[C:4]2[N:11]([CH2:12][CH:13]3[CH2:18][CH2:17][O:16][CH2:15][CH2:14]3)[CH2:10][C:9](=[O:19])[NH:8][C:5]2=[N:6][CH:7]=1.BrC1C(N[C:29](=[O:32])[CH2:30]I)=NC=C(Br)N=1.O1CCC(CN)C[CH2:34]1.C(N([CH:47]([CH3:49])[CH3:48])CC)(C)C.[C:50](#[N:52])[CH3:51]. No catalyst specified. The product is [OH:32][C:29]([C:49]1[N:52]=[CH:50][C:51]([C:2]2[N:3]=[C:4]3[N:11]([CH2:12][CH:13]4[CH2:18][CH2:17][O:16][CH2:15][CH2:14]4)[CH2:10][C:9](=[O:19])[NH:8][C:5]3=[N:6][CH:7]=2)=[CH:48][CH:47]=1)([CH3:34])[CH3:30]. The yield is 0.790.